Dataset: Reaction yield outcomes from USPTO patents with 853,638 reactions. Task: Predict the reaction yield, written as a fraction of the theoretical maximum amount of product (1.0 means a 100% yield; for example, 0.34 means a 34% yield). (1) The reactants are [Li]CCCC.Br[C:7]1[CH:12]=[CH:11][CH:10]=[C:9]([Br:13])[C:8]=1[O:14][CH2:15][CH2:16]Br.CCCCCC.O. The catalyst is C1COCC1.C(OCC)(=O)C. The product is [Br:13][C:9]1[C:8]2[O:14][CH2:15][CH2:16][C:7]=2[CH:12]=[CH:11][CH:10]=1. The yield is 0.780. (2) The reactants are [CH2:1]([N:3]1[CH2:8][CH2:7][N:6]([C:9]2[CH:10]=[C:11]([NH:15][C:16]3[N:21]=[CH:20][C:19](/[CH:22]=[CH:23]/[C:24]4[CH:25]=[C:26]([CH:31]=[C:32]([O:34][CH3:35])[CH:33]=4)[C:27]([NH:29][CH3:30])=[O:28])=[CH:18][N:17]=3)[CH:12]=[CH:13][CH:14]=2)[CH2:5][CH2:4]1)[CH3:2]. The catalyst is CO.[Pd]. The product is [CH2:1]([N:3]1[CH2:8][CH2:7][N:6]([C:9]2[CH:10]=[C:11]([NH:15][C:16]3[N:17]=[CH:18][C:19]([CH2:22][CH2:23][C:24]4[CH:25]=[C:26]([CH:31]=[C:32]([O:34][CH3:35])[CH:33]=4)[C:27]([NH:29][CH3:30])=[O:28])=[CH:20][N:21]=3)[CH:12]=[CH:13][CH:14]=2)[CH2:5][CH2:4]1)[CH3:2]. The yield is 0.328.